This data is from Reaction yield outcomes from USPTO patents with 853,638 reactions. The task is: Predict the reaction yield, written as a fraction of the theoretical maximum amount of product (1.0 means a 100% yield; for example, 0.34 means a 34% yield). The reactants are [OH-].[Na+].C([N:6]1[C:11]2[CH:12]=[C:13]([C:20](=[O:22])[CH3:21])[CH:14]=[C:15]([C:16]([CH3:19])([CH3:18])[CH3:17])[C:10]=2[O:9][CH2:8][CH2:7]1)(=O)C. The catalyst is CO. The product is [C:16]([C:15]1[C:10]2[O:9][CH2:8][CH2:7][NH:6][C:11]=2[CH:12]=[C:13]([C:20](=[O:22])[CH3:21])[CH:14]=1)([CH3:19])([CH3:17])[CH3:18]. The yield is 0.981.